Task: Predict the reaction yield, written as a fraction of the theoretical maximum amount of product (1.0 means a 100% yield; for example, 0.34 means a 34% yield).. Dataset: Reaction yield outcomes from USPTO patents with 853,638 reactions (1) The reactants are [CH2:1]([O:8][C:9]1[C:14]([Br:15])=[CH:13][N:12]=[C:11]([NH:16][C:17]([NH2:19])=[S:18])[CH:10]=1)[C:2]1[CH:7]=[CH:6][CH:5]=[CH:4][CH:3]=1.Br[CH2:21][C:22](=O)[CH2:23][CH2:24][C:25]1[CH:30]=[CH:29][CH:28]=[CH:27][CH:26]=1.C(N(CC)CC)C. The catalyst is C(O)C. The product is [CH2:1]([O:8][C:9]1[C:14]([Br:15])=[CH:13][N:12]=[C:11]([NH:16][C:17]2[S:18][CH:21]=[C:22]([CH2:23][CH2:24][C:25]3[CH:30]=[CH:29][CH:28]=[CH:27][CH:26]=3)[N:19]=2)[CH:10]=1)[C:2]1[CH:7]=[CH:6][CH:5]=[CH:4][CH:3]=1. The yield is 0.779. (2) The reactants are [C:1]([NH:4][C:5]1[S:6][C:7]([C:11]2[S:15][C:14]([C:16]([OH:18])=O)=[CH:13][CH:12]=2)=[C:8]([CH3:10])[N:9]=1)(=[O:3])[CH3:2].C1CN([P+](ON2N=NC3C=CC=CC2=3)(N2CCCC2)N2CCCC2)CC1.F[P-](F)(F)(F)(F)F.[OH:52][CH:53]1[CH2:58][CH2:57][NH:56][CH2:55][CH2:54]1.CCN(C(C)C)C(C)C. The catalyst is C1COCC1. The product is [OH:52][CH:53]1[CH2:58][CH2:57][N:56]([C:16]([C:14]2[S:15][C:11]([C:7]3[S:6][C:5]([NH:4][C:1](=[O:3])[CH3:2])=[N:9][C:8]=3[CH3:10])=[CH:12][CH:13]=2)=[O:18])[CH2:55][CH2:54]1. The yield is 0.230. (3) The reactants are [C:1]1([C:3](=[CH:5][CH:6]=[CH:7][CH:8]=1)[OH:4])[OH:2].S(=O)(=O)(O)O. The catalyst is [O-2].[O-2].[O-2].[Fe+2].[Fe+2].O. The product is [OH2:2].[OH:2][C:1]1[C:3]([OH:4])=[CH:5][C:6]2[C:7]3[C:6](=[CH:5][C:3]([OH:4])=[C:1]([OH:2])[CH:8]=3)[C:6]3[C:7](=[CH:8][C:1]([OH:2])=[C:3]([OH:2])[CH:5]=3)[C:7]=2[CH:8]=1. The yield is 0.408.